Task: Predict the reactants needed to synthesize the given product.. Dataset: Full USPTO retrosynthesis dataset with 1.9M reactions from patents (1976-2016) Given the product [F:1][C:2]1[CH:3]=[CH:4][C:5]([C:8]2[O:12][C:11]([C:13]([NH:18][CH3:17])=[O:15])=[N:10][N:9]=2)=[N:6][CH:7]=1, predict the reactants needed to synthesize it. The reactants are: [F:1][C:2]1[CH:3]=[CH:4][C:5]([C:8]2[O:12][C:11]([C:13]([O:15]C)=O)=[N:10][N:9]=2)=[N:6][CH:7]=1.[CH3:17][NH2:18].C1COCC1.